Dataset: Peptide-MHC class I binding affinity with 185,985 pairs from IEDB/IMGT. Task: Regression. Given a peptide amino acid sequence and an MHC pseudo amino acid sequence, predict their binding affinity value. This is MHC class I binding data. The peptide sequence is GRYNLVPPK. The MHC is HLA-A69:01 with pseudo-sequence HLA-A69:01. The binding affinity (normalized) is 0.0847.